This data is from NCI-60 drug combinations with 297,098 pairs across 59 cell lines. The task is: Regression. Given two drug SMILES strings and cell line genomic features, predict the synergy score measuring deviation from expected non-interaction effect. (1) Cell line: KM12. Drug 1: CNC(=O)C1=CC=CC=C1SC2=CC3=C(C=C2)C(=NN3)C=CC4=CC=CC=N4. Synergy scores: CSS=17.4, Synergy_ZIP=-9.93, Synergy_Bliss=-6.38, Synergy_Loewe=-8.37, Synergy_HSA=-4.12. Drug 2: C1=NC2=C(N=C(N=C2N1C3C(C(C(O3)CO)O)F)Cl)N. (2) Cell line: SF-539. Drug 2: C1C(C(OC1N2C=NC3=C2NC=NCC3O)CO)O. Synergy scores: CSS=-2.82, Synergy_ZIP=0.194, Synergy_Bliss=-0.954, Synergy_Loewe=-4.56, Synergy_HSA=-3.51. Drug 1: CN(C)C1=NC(=NC(=N1)N(C)C)N(C)C. (3) Drug 1: CC1=C(C=C(C=C1)C(=O)NC2=CC(=CC(=C2)C(F)(F)F)N3C=C(N=C3)C)NC4=NC=CC(=N4)C5=CN=CC=C5. Drug 2: CC1=C(N=C(N=C1N)C(CC(=O)N)NCC(C(=O)N)N)C(=O)NC(C(C2=CN=CN2)OC3C(C(C(C(O3)CO)O)O)OC4C(C(C(C(O4)CO)O)OC(=O)N)O)C(=O)NC(C)C(C(C)C(=O)NC(C(C)O)C(=O)NCCC5=NC(=CS5)C6=NC(=CS6)C(=O)NCCC[S+](C)C)O. Cell line: HOP-92. Synergy scores: CSS=19.9, Synergy_ZIP=-8.51, Synergy_Bliss=0.227, Synergy_Loewe=-9.94, Synergy_HSA=-2.07. (4) Drug 2: CS(=O)(=O)CCNCC1=CC=C(O1)C2=CC3=C(C=C2)N=CN=C3NC4=CC(=C(C=C4)OCC5=CC(=CC=C5)F)Cl. Drug 1: CC1=C(C(CCC1)(C)C)C=CC(=CC=CC(=CC(=O)O)C)C. Synergy scores: CSS=23.3, Synergy_ZIP=1.91, Synergy_Bliss=7.65, Synergy_Loewe=-19.8, Synergy_HSA=-2.23. Cell line: IGROV1. (5) Drug 1: CS(=O)(=O)C1=CC(=C(C=C1)C(=O)NC2=CC(=C(C=C2)Cl)C3=CC=CC=N3)Cl. Drug 2: C1CN(CCN1C(=O)CCBr)C(=O)CCBr. Cell line: SK-OV-3. Synergy scores: CSS=2.75, Synergy_ZIP=-0.710, Synergy_Bliss=2.47, Synergy_Loewe=1.33, Synergy_HSA=2.10. (6) Drug 1: CC1=C(C=C(C=C1)NC(=O)C2=CC=C(C=C2)CN3CCN(CC3)C)NC4=NC=CC(=N4)C5=CN=CC=C5. Drug 2: CCCCCOC(=O)NC1=NC(=O)N(C=C1F)C2C(C(C(O2)C)O)O. Cell line: PC-3. Synergy scores: CSS=-5.64, Synergy_ZIP=2.49, Synergy_Bliss=-0.886, Synergy_Loewe=-7.83, Synergy_HSA=-7.81. (7) Drug 1: C1CC(C1)(C(=O)O)C(=O)O.[NH2-].[NH2-].[Pt+2]. Drug 2: CN(C(=O)NC(C=O)C(C(C(CO)O)O)O)N=O. Cell line: U251. Synergy scores: CSS=17.6, Synergy_ZIP=-3.80, Synergy_Bliss=1.97, Synergy_Loewe=-1.83, Synergy_HSA=-1.68. (8) Cell line: OVCAR-4. Drug 2: C1CC(=O)NC(=O)C1N2CC3=C(C2=O)C=CC=C3N. Synergy scores: CSS=14.1, Synergy_ZIP=-11.9, Synergy_Bliss=-15.9, Synergy_Loewe=-68.8, Synergy_HSA=-15.5. Drug 1: CC1=C2C(C(=O)C3(C(CC4C(C3C(C(C2(C)C)(CC1OC(=O)C(C(C5=CC=CC=C5)NC(=O)OC(C)(C)C)O)O)OC(=O)C6=CC=CC=C6)(CO4)OC(=O)C)OC)C)OC. (9) Drug 1: C1=CC=C(C(=C1)C(C2=CC=C(C=C2)Cl)C(Cl)Cl)Cl. Drug 2: CC1CCC2CC(C(=CC=CC=CC(CC(C(=O)C(C(C(=CC(C(=O)CC(OC(=O)C3CCCCN3C(=O)C(=O)C1(O2)O)C(C)CC4CCC(C(C4)OC)O)C)C)O)OC)C)C)C)OC. Cell line: DU-145. Synergy scores: CSS=11.8, Synergy_ZIP=-2.02, Synergy_Bliss=-1.09, Synergy_Loewe=1.09, Synergy_HSA=5.28.